This data is from KCNQ2 potassium channel screen with 302,405 compounds. The task is: Binary Classification. Given a drug SMILES string, predict its activity (active/inactive) in a high-throughput screening assay against a specified biological target. (1) The drug is S(=O)(=O)(N1CCCCC1)c1ccc(cc1)C(OCc1cc2OCOc2cc1)=O. The result is 0 (inactive). (2) The drug is Fc1c(c2nn(nn2)CC(=O)NCCc2cc(OC)c(OC)cc2)cccc1. The result is 0 (inactive). (3) The compound is S=C(NCCCC)N\N=C1\c2c(N(Cc3ccccc3)C1=O)cccc2. The result is 0 (inactive).